From a dataset of Catalyst prediction with 721,799 reactions and 888 catalyst types from USPTO. Predict which catalyst facilitates the given reaction. (1) Reactant: Br[C:2]1[N:3]([C:9]2[CH:16]=[CH:15][C:12]([C:13]#[N:14])=[CH:11][C:10]=2[CH3:17])[C:4]([CH:7]=[O:8])=[CH:5][CH:6]=1.[CH3:18][O:19][C:20]1[CH:25]=[CH:24][C:23](B(O)O)=[CH:22][CH:21]=1.C(=O)([O-])[O-].[Na+].[Na+]. Product: [CH:7]([C:4]1[N:3]([C:9]2[CH:16]=[CH:15][C:12]([C:13]#[N:14])=[CH:11][C:10]=2[CH3:17])[C:2]([C:23]2[CH:24]=[CH:25][C:20]([O:19][CH3:18])=[CH:21][CH:22]=2)=[CH:6][CH:5]=1)=[O:8]. The catalyst class is: 149. (2) Reactant: [Cl:1][C:2]1[CH:7]=[CH:6][C:5]([C:8]2[N:12](/[CH:13]=[CH:14]/[C:15]([F:18])([F:17])[F:16])[C:11](=[O:19])[N:10]([CH2:20][C:21]([NH:23][CH:24]([C:34]3[CH:39]=[CH:38][CH:37]=[CH:36][C:35]=3[C:40]([F:43])([F:42])[F:41])[C:25]([NH:27][C:28]([CH3:33])([C:30]([NH2:32])=[O:31])[CH3:29])=[O:26])=[O:22])[N:9]=2)=[CH:4][CH:3]=1. Product: [Cl:1][C:2]1[CH:7]=[CH:6][C:5]([C:8]2[N:12]([CH2:13][CH2:14][C:15]([F:16])([F:17])[F:18])[C:11](=[O:19])[N:10]([CH2:20][C:21]([NH:23][CH:24]([C:34]3[CH:39]=[CH:38][CH:37]=[CH:36][C:35]=3[C:40]([F:41])([F:42])[F:43])[C:25]([NH:27][C:28]([CH3:29])([C:30]([NH2:32])=[O:31])[CH3:33])=[O:26])=[O:22])[N:9]=2)=[CH:4][CH:3]=1. The catalyst class is: 465. (3) Reactant: C(O[C:6]([N:8]1[CH2:13][CH2:12][N:11]([C:14]2[C:38]([F:39])=[CH:37][C:17]3[N:18]=[C:19]([CH2:29][O:30][C:31]4[CH:36]=[CH:35][CH:34]=[CH:33][CH:32]=4)[N:20]([CH2:21][C:22]4[CH:27]=[CH:26][C:25]([Cl:28])=[CH:24][CH:23]=4)[C:16]=3[CH:15]=2)[CH2:10][CH2:9]1)=[O:7])(C)(C)C.F[C:41](F)(F)[C:42](O)=O.[C:47](=O)(O)[O-].[Na+]. Product: [Cl:28][C:25]1[CH:24]=[CH:23][C:22]([CH2:21][N:20]2[C:16]3[CH:15]=[C:14]([N:11]4[CH2:12][CH2:13][N:8]([C:6]([CH:42]5[CH2:41][CH2:47]5)=[O:7])[CH2:9][CH2:10]4)[C:38]([F:39])=[CH:37][C:17]=3[N:18]=[C:19]2[CH2:29][O:30][C:31]2[CH:36]=[CH:35][CH:34]=[CH:33][CH:32]=2)=[CH:27][CH:26]=1. The catalyst class is: 6. (4) Product: [C:1]([O:5][C:6](=[O:18])[CH2:7][N:8]1[C:16]2[C:11](=[CH:12][CH:13]=[C:14]([O:17][CH2:26][C:25]3[C:20]([CH3:19])=[N:21][C:22]([C:28]4[CH:29]=[CH:30][C:31]([C:34]([F:37])([F:35])[F:36])=[CH:32][CH:33]=4)=[CH:23][CH:24]=3)[CH:15]=2)[CH:10]=[CH:9]1)([CH3:4])([CH3:2])[CH3:3]. Reactant: [C:1]([O:5][C:6](=[O:18])[CH2:7][N:8]1[C:16]2[C:11](=[CH:12][CH:13]=[C:14]([OH:17])[CH:15]=2)[CH:10]=[CH:9]1)([CH3:4])([CH3:3])[CH3:2].[CH3:19][C:20]1[C:25]([CH2:26]O)=[CH:24][CH:23]=[C:22]([C:28]2[CH:33]=[CH:32][C:31]([C:34]([F:37])([F:36])[F:35])=[CH:30][CH:29]=2)[N:21]=1.C(P(CCCC)CCCC)CCC.CN(C)C(N=NC(N(C)C)=O)=O. The catalyst class is: 7. (5) Reactant: [Cl:1][C:2]1[N:3]=[C:4]([NH:19][CH:20]([CH2:22][CH2:23][CH2:24][O:25][C:26]2[CH:31]=[C:30]([N+:32]([O-])=O)[CH:29]=[CH:28][C:27]=2[N:35]2[CH:39]=[N:38][C:37]([CH3:40])=[N:36]2)[CH3:21])[C:5]2[CH2:10][CH2:9][CH:8]([C:11]3[CH:16]=[CH:15][C:14]([F:17])=[CH:13][C:12]=3[F:18])[C:6]=2[N:7]=1.CO.C1COCC1.[Cl-].[NH4+]. Product: [NH2:32][C:30]1[CH:29]=[CH:28][C:27]([N:35]2[CH:39]=[N:38][C:37]([CH3:40])=[N:36]2)=[C:26]([CH:31]=1)[O:25][CH2:24][CH2:23][CH2:22][CH:20]([NH:19][C:4]1[C:5]2[CH2:10][CH2:9][CH:8]([C:11]3[CH:16]=[CH:15][C:14]([F:17])=[CH:13][C:12]=3[F:18])[C:6]=2[N:7]=[C:2]([Cl:1])[N:3]=1)[CH3:21]. The catalyst class is: 150. (6) Reactant: [NH2:1][C:2]1[N:7]=[C:6]([N:8]2[CH2:32][CH2:31][C:11]3([CH2:15][N:14]([C:16]([O:18][CH2:19][C:20]4[CH:25]=[CH:24][CH:23]=[CH:22][CH:21]=4)=[O:17])[C@H:13]([C:26]([O:28]CC)=[O:27])[CH2:12]3)[CH2:10][CH2:9]2)[CH:5]=[C:4]([O:33][C@H:34]([C:39]2[CH:44]=[CH:43][C:42]([Br:45])=[CH:41][CH:40]=2)[C:35]([F:38])([F:37])[F:36])[N:3]=1.[OH-].[Na+]. Product: [NH2:1][C:2]1[N:7]=[C:6]([N:8]2[CH2:9][CH2:10][C:11]3([CH2:15][N:14]([C:16]([O:18][CH2:19][C:20]4[CH:25]=[CH:24][CH:23]=[CH:22][CH:21]=4)=[O:17])[C@H:13]([C:26]([OH:28])=[O:27])[CH2:12]3)[CH2:31][CH2:32]2)[CH:5]=[C:4]([O:33][C@H:34]([C:39]2[CH:40]=[CH:41][C:42]([Br:45])=[CH:43][CH:44]=2)[C:35]([F:38])([F:37])[F:36])[N:3]=1. The catalyst class is: 636. (7) Reactant: [CH2:1]([O:3][C:4]([C:6]1[N:10]([CH2:11][C:12]2[CH:17]=[CH:16][C:15]([C:18]3[CH:23]=[CH:22][CH:21]=[CH:20][C:19]=3[C:24]3[N:28]([C:29]([C:42]4[CH:47]=[CH:46][CH:45]=[CH:44][CH:43]=4)([C:36]4[CH:41]=[CH:40][CH:39]=[CH:38][CH:37]=4)[C:30]4[CH:35]=[CH:34][CH:33]=[CH:32][CH:31]=4)[N:27]=[N:26][N:25]=3)=[CH:14][CH:13]=2)[C:9]([CH2:48][CH2:49][CH3:50])=[N:8][C:7]=1[CH2:51][NH:52][C:53]1[C:58]([CH3:59])=[CH:57][C:56]([O:60][C:61]2[CH:66]=[CH:65][C:64]([N+:67]([O-])=O)=[C:63]([N:70]([C:72]([O:74][C:75]([CH3:78])([CH3:77])[CH3:76])=[O:73])[CH3:71])[CH:62]=2)=[CH:55][C:54]=1[CH3:79])=[O:5])[CH3:2]. Product: [CH2:1]([O:3][C:4]([C:6]1[N:10]([CH2:11][C:12]2[CH:17]=[CH:16][C:15]([C:18]3[CH:23]=[CH:22][CH:21]=[CH:20][C:19]=3[C:24]3[N:28]([C:29]([C:36]4[CH:41]=[CH:40][CH:39]=[CH:38][CH:37]=4)([C:30]4[CH:35]=[CH:34][CH:33]=[CH:32][CH:31]=4)[C:42]4[CH:43]=[CH:44][CH:45]=[CH:46][CH:47]=4)[N:27]=[N:26][N:25]=3)=[CH:14][CH:13]=2)[C:9]([CH2:48][CH2:49][CH3:50])=[N:8][C:7]=1[CH2:51][NH:52][C:53]1[C:58]([CH3:59])=[CH:57][C:56]([O:60][C:61]2[CH:66]=[CH:65][C:64]([NH2:67])=[C:63]([N:70]([C:72]([O:74][C:75]([CH3:76])([CH3:78])[CH3:77])=[O:73])[CH3:71])[CH:62]=2)=[CH:55][C:54]=1[CH3:79])=[O:5])[CH3:2]. The catalyst class is: 5.